Dataset: Reaction yield outcomes from USPTO patents with 853,638 reactions. Task: Predict the reaction yield, written as a fraction of the theoretical maximum amount of product (1.0 means a 100% yield; for example, 0.34 means a 34% yield). (1) The reactants are [O:1]=[C:2]([CH2:8][CH3:9])[CH2:3][C:4]([O:6][CH3:7])=[O:5].[CH2:10](O)[CH2:11][OH:12].C1(C)C=CC(S(O)(=O)=O)=CC=1. The catalyst is C1(C)C=CC=CC=1. The product is [CH2:8]([C:2]1([CH2:3][C:4]([O:6][CH3:7])=[O:5])[O:12][CH2:11][CH2:10][O:1]1)[CH3:9]. The yield is 0.425. (2) The reactants are C1CCC(N=C=NC2CCCCC2)CC1.[CH2:16]1[C@@H:20]([CH2:21][CH2:22][CH2:23][CH2:24][C:25]([OH:27])=[O:26])[S:19][S:18][CH2:17]1.[CH3:28][N:29]([CH3:33])[CH2:30][CH2:31]O. The catalyst is C(Cl)Cl.CN(C1C=CN=CC=1)C. The product is [S:18]1[CH2:17][CH2:16][C@@H:20]([CH2:21][CH2:22][CH2:23][CH2:24][C:25]([O:27][CH2:31][CH2:30][N:29]([CH3:33])[CH3:28])=[O:26])[S:19]1. The yield is 0.790.